Dataset: Reaction yield outcomes from USPTO patents with 853,638 reactions. Task: Predict the reaction yield, written as a fraction of the theoretical maximum amount of product (1.0 means a 100% yield; for example, 0.34 means a 34% yield). The reactants are C1CCCC=1.[OH:6][C:7]([CH2:9][CH2:10][CH2:11][CH2:12][C@H:13]1[C@@H:21]2[C@@H:16]([NH:17][C:18]([NH:20]2)=[O:19])[CH2:15][S:14]1)=[O:8]. The catalyst is C(#N)C.CC(C)=O.O.O.O=[Os](=O)(=O)=O. The product is [OH:8][C:7]([CH2:9][CH2:10][CH2:11][CH2:12][C@H:13]1[C@@H:21]2[C@@H:16]([NH:17][C:18]([NH:20]2)=[O:19])[CH2:15][S:14]1)=[O:6]. The yield is 0.900.